Dataset: Forward reaction prediction with 1.9M reactions from USPTO patents (1976-2016). Task: Predict the product of the given reaction. Given the reactants C([O-])([O-])=O.[K+].[K+].[CH2:7]([N:9]([C:33]1[CH:38]=[CH:37][CH:36]=[CH:35][CH:34]=1)[C:10]([C:12]1[C:24]2[C:23]3[CH:22]=[CH:21][CH:20]=[CH:19][C:18]=3[NH:17][C:16]=2[C:15](=[O:25])[N:14]([C:26]2[CH:31]=[CH:30][C:29]([CH3:32])=[CH:28][CH:27]=2)[N:13]=1)=[O:11])[CH3:8].Br[CH:40]1[CH2:43][CH2:42][CH2:41]1, predict the reaction product. The product is: [CH:40]1([N:17]2[C:18]3[CH:19]=[CH:20][CH:21]=[CH:22][C:23]=3[C:24]3[C:12]([C:10]([N:9]([CH2:7][CH3:8])[C:33]4[CH:38]=[CH:37][CH:36]=[CH:35][CH:34]=4)=[O:11])=[N:13][N:14]([C:26]4[CH:27]=[CH:28][C:29]([CH3:32])=[CH:30][CH:31]=4)[C:15](=[O:25])[C:16]2=3)[CH2:43][CH2:42][CH2:41]1.